This data is from Catalyst prediction with 721,799 reactions and 888 catalyst types from USPTO. The task is: Predict which catalyst facilitates the given reaction. Reactant: [Li]CCCC.CCCCCC.Br[C:13]1[CH:14]=[C:15]([CH:19]2[O:23][CH2:22][CH2:21][O:20]2)[CH:16]=[CH:17][CH:18]=1.[CH:24](N1CCCCC1)=[O:25]. Product: [O:20]1[CH2:21][CH2:22][O:23][CH:19]1[C:15]1[CH:14]=[C:13]([CH:18]=[CH:17][CH:16]=1)[CH:24]=[O:25]. The catalyst class is: 1.